This data is from Catalyst prediction with 721,799 reactions and 888 catalyst types from USPTO. The task is: Predict which catalyst facilitates the given reaction. (1) Product: [C:37]1([CH:43]([N:45]2[CH2:46][CH2:47][N:48]([CH2:6][C:7]3[N:12]=[CH:11][C:10]4[N:13]=[CH:14][N:15]([C:16]5[S:17][C:18]([C:34]([NH2:35])=[O:36])=[C:19]([O:21][C@@H:22]([C:24]6[CH:29]=[CH:28][CH:27]=[CH:26][C:25]=6[C:30]([F:31])([F:32])[F:33])[CH3:23])[CH:20]=5)[C:9]=4[CH:8]=3)[CH2:49][CH2:50]2)[CH3:44])[CH:42]=[CH:41][CH:40]=[CH:39][CH:38]=1. The catalyst class is: 4. Reactant: CS(O[CH2:6][C:7]1[N:12]=[CH:11][C:10]2[N:13]=[CH:14][N:15]([C:16]3[S:17][C:18]([C:34](=[O:36])[NH2:35])=[C:19]([O:21][C@@H:22]([C:24]4[CH:29]=[CH:28][CH:27]=[CH:26][C:25]=4[C:30]([F:33])([F:32])[F:31])[CH3:23])[CH:20]=3)[C:9]=2[CH:8]=1)(=O)=O.[C:37]1([CH:43]([N:45]2[CH2:50][CH2:49][NH:48][CH2:47][CH2:46]2)[CH3:44])[CH:42]=[CH:41][CH:40]=[CH:39][CH:38]=1. (2) Reactant: FC(F)(F)S(O[C:7]1[CH:8]2[CH:10]([C:11](=[O:23])[N:12]([CH2:14][C:15]3[CH:20]=[CH:19][C:18]([O:21][CH3:22])=[CH:17][CH:16]=3)[N:13]=1)[CH2:9]2)(=O)=O.[C:26]1([C:32]2[O:33][C:34]3[CH2:35][NH:36][CH2:37][CH2:38][C:39]=3[N:40]=2)[CH:31]=[CH:30][CH:29]=[CH:28][CH:27]=1.C(Cl)Cl. Product: [CH3:22][O:21][C:18]1[CH:19]=[CH:20][C:15]([CH2:14][N:12]2[N:13]=[C:7]([N:36]3[CH2:37][CH2:38][C:39]4[N:40]=[C:32]([C:26]5[CH:27]=[CH:28][CH:29]=[CH:30][CH:31]=5)[O:33][C:34]=4[CH2:35]3)[CH:8]3[CH:10]([CH2:9]3)[C:11]2=[O:23])=[CH:16][CH:17]=1. The catalyst class is: 16. (3) Reactant: [F:1][C:2]1[CH:7]=[CH:6][CH:5]=[C:4]([N+:8]([O-:10])=[O:9])[C:3]=1F.[CH3:12][NH2:13]. Product: [F:1][C:2]1[CH:7]=[CH:6][CH:5]=[C:4]([N+:8]([O-:10])=[O:9])[C:3]=1[NH:13][CH3:12]. The catalyst class is: 8. (4) Reactant: Cl[CH2:2][C:3]([C:5]1[C:10]([CH3:11])=[CH:9][C:8]([NH:12][C:13](=[O:15])[CH3:14])=[CH:7][C:6]=1[CH3:16])=O.[NH2:17][C:18]([NH2:20])=[S:19].CCO. Product: [NH2:20][C:18]1[S:19][CH:2]=[C:3]([C:5]2[C:10]([CH3:11])=[CH:9][C:8]([NH:12][C:13](=[O:15])[CH3:14])=[CH:7][C:6]=2[CH3:16])[N:17]=1. The catalyst class is: 11. (5) Reactant: [Li+].[OH-].C[O:4][C:5](=[O:28])[CH2:6][C:7]1[C:15]2[C:10](=[N:11][CH:12]=[CH:13][CH:14]=2)[N:9]([S:16]([C:19]2[CH:24]=[CH:23][C:22]([F:25])=[C:21]([F:26])[CH:20]=2)(=[O:18])=[O:17])[C:8]=1[CH3:27].Cl. Product: [F:26][C:21]1[CH:20]=[C:19]([S:16]([N:9]2[C:10]3=[N:11][CH:12]=[CH:13][CH:14]=[C:15]3[C:7]([CH2:6][C:5]([OH:28])=[O:4])=[C:8]2[CH3:27])(=[O:17])=[O:18])[CH:24]=[CH:23][C:22]=1[F:25]. The catalyst class is: 38.